This data is from Full USPTO retrosynthesis dataset with 1.9M reactions from patents (1976-2016). The task is: Predict the reactants needed to synthesize the given product. (1) The reactants are: [NH:1]1[CH2:6][CH2:5][NH:4][CH2:3][CH2:2]1.[Cl:7][C:8]1[CH:13]=[C:12]([N+:14]([O-:16])=[O:15])[C:11](F)=[CH:10][C:9]=1[Cl:18]. Given the product [Cl:7][C:8]1[C:9]([Cl:18])=[CH:10][C:11]([N:1]2[CH2:6][CH2:5][NH:4][CH2:3][CH2:2]2)=[C:12]([N+:14]([O-:16])=[O:15])[CH:13]=1, predict the reactants needed to synthesize it. (2) Given the product [OH:18][CH:15]1[CH2:16][CH2:17][N:13]([C:1]([O:7][C:8]([CH3:9])([CH3:10])[CH3:11])=[O:12])[CH2:14]1, predict the reactants needed to synthesize it. The reactants are: [C:1](=[O:12])([O:7][C:8]([CH3:11])([CH3:10])[CH3:9])OC(C)(C)C.[NH:13]1[CH2:17][CH2:16][CH:15]([OH:18])[CH2:14]1. (3) The reactants are: [Br:1][C:2]1[CH:3]=[N:4][C:5]([N:8]2[CH2:13][CH2:12][C:11]([OH:19])([C:14]([O:16][CH2:17][CH3:18])=[O:15])[CH2:10][CH2:9]2)=[N:6][CH:7]=1.[H-].[Na+].[CH2:22](I)[CH3:23].CCCCCC. Given the product [Br:1][C:2]1[CH:3]=[N:4][C:5]([N:8]2[CH2:9][CH2:10][C:11]([O:19][CH2:22][CH3:23])([C:14]([O:16][CH2:17][CH3:18])=[O:15])[CH2:12][CH2:13]2)=[N:6][CH:7]=1, predict the reactants needed to synthesize it. (4) Given the product [Br:14][C:4]1[C:3]([O:2][CH3:1])=[CH:12][CH:11]=[C:10]2[C:5]=1[CH:6]=[CH:7][N:8]=[C:9]2[Cl:13], predict the reactants needed to synthesize it. The reactants are: [CH3:1][O:2][C:3]1[CH:4]=[C:5]2[C:10](=[CH:11][CH:12]=1)[C:9]([Cl:13])=[N:8][CH:7]=[CH:6]2.[Br:14]N1C(=O)CCC1=O. (5) Given the product [F:1][C:2]1[CH:3]=[CH:4][C:5]([N:8]2[C:11](=[O:12])[C@H:10]([S:13][CH2:14][C:15]([C:17]3[CH:22]=[CH:21][C:20]([F:23])=[CH:19][CH:18]=3)=[O:16])[C@H:9]2[C:24]2[CH:25]=[CH:26][C:27]([O:28][CH2:29][C:30]([NH:32][CH2:33][C:34]([NH:36][C@H:37]([C:45]([OH:47])=[O:46])[CH2:38][C:39]3[CH:44]=[CH:43][CH:42]=[CH:41][CH:40]=3)=[O:35])=[O:31])=[CH:49][CH:50]=2)=[CH:6][CH:7]=1, predict the reactants needed to synthesize it. The reactants are: [F:1][C:2]1[CH:7]=[CH:6][C:5]([N:8]2[C:11](=[O:12])[C@H:10]([S:13][CH2:14][C:15]([C:17]3[CH:22]=[CH:21][C:20]([F:23])=[CH:19][CH:18]=3)=[O:16])[C@H:9]2[C:24]2[CH:50]=[CH:49][C:27]([O:28][CH2:29][C:30]([NH:32][CH2:33][C:34]([NH:36][C@H:37]([C:45]([O:47]C)=[O:46])[CH2:38][C:39]3[CH:44]=[CH:43][CH:42]=[CH:41][CH:40]=3)=[O:35])=[O:31])=[CH:26][CH:25]=2)=[CH:4][CH:3]=1.CCN(CC)CC. (6) Given the product [Cl:8][C:9]1[CH:14]=[CH:13][C:12]([CH:15]2[CH2:20][CH2:19][CH2:18][N:17]([C:28]([C:26]3[CH:25]=[N:24][N:23]([CH3:22])[CH:27]=3)=[O:29])[CH2:16]2)=[C:11]([CH3:21])[CH:10]=1, predict the reactants needed to synthesize it. The reactants are: CCCP(=O)=O.Cl.[Cl:8][C:9]1[CH:14]=[CH:13][C:12]([CH:15]2[CH2:20][CH2:19][CH2:18][NH:17][CH2:16]2)=[C:11]([CH3:21])[CH:10]=1.[CH3:22][N:23]1[CH:27]=[C:26]([C:28](O)=[O:29])[CH:25]=[N:24]1. (7) Given the product [Br:1][C:2]1[CH:7]=[CH:6][C:5]([N:8]2[C:9]3[CH:14]=[CH:13][CH:12]=[CH:11][C:10]=3[NH:15][C:16]2=[O:17])=[CH:4][CH:3]=1, predict the reactants needed to synthesize it. The reactants are: [Br:1][C:2]1[CH:7]=[CH:6][C:5]([NH:8][C:9]2[C:10]([NH2:15])=[CH:11][CH:12]=[CH:13][CH:14]=2)=[CH:4][CH:3]=1.[C:16](N1C=CN=C1)(N1C=CN=C1)=[O:17]. (8) Given the product [Br:1][C:2]1[C:3]([N:12]2[CH2:17][CH2:16][N:15]([CH2:18][C:19]3[S:20][CH:21]=[CH:22][N:23]=3)[CH2:14][CH2:13]2)=[C:4]2[N:9]=[C:24]([C:25]3[CH:30]=[CH:29][C:28]([O:31][CH3:32])=[CH:27][CH:26]=3)[NH:8][C:5]2=[N:6][CH:7]=1, predict the reactants needed to synthesize it. The reactants are: [Br:1][C:2]1[C:3]([N:12]2[CH2:17][CH2:16][N:15]([CH2:18][C:19]3[S:20][CH:21]=[CH:22][N:23]=3)[CH2:14][CH2:13]2)=[C:4]([N+:9]([O-])=O)[C:5]([NH2:8])=[N:6][CH:7]=1.[CH:24](=O)[C:25]1[CH:30]=[CH:29][C:28]([O:31][CH3:32])=[CH:27][CH:26]=1.[O-]S(S([O-])=O)=O.[Na+].[Na+]. (9) Given the product [CH3:23][C:17]1[CH:18]=[C:19]([CH3:22])[CH:20]=[CH:21][C:16]=1[N:13]1[CH2:14][CH2:15][N:10]([C:8]([C:5]2[CH:6]=[CH:7][C:2]([N:33]3[CH2:34][CH2:35][O:31][C:32]3=[O:36])=[CH:3][C:4]=2[N:24]2[CH2:28][CH2:27][CH2:26][S:25]2(=[O:30])=[O:29])=[O:9])[CH2:11][CH2:12]1, predict the reactants needed to synthesize it. The reactants are: Br[C:2]1[CH:7]=[CH:6][C:5]([C:8]([N:10]2[CH2:15][CH2:14][N:13]([C:16]3[CH:21]=[CH:20][C:19]([CH3:22])=[CH:18][C:17]=3[CH3:23])[CH2:12][CH2:11]2)=[O:9])=[C:4]([N:24]2[CH2:28][CH2:27][CH2:26][S:25]2(=[O:30])=[O:29])[CH:3]=1.[O:31]1[CH2:35][CH:34]=[N:33][C:32]1=[O:36]. (10) Given the product [C:23]([NH:2][CH2:3][CH2:4][S:5]([NH:8][C:50]([C:42]1[NH:43][C:44]2[C:49]([C:41]=1[CH2:40][CH2:39][CH2:38][O:37][C:36]1[CH:53]=[C:54]([CH3:55])[C:33]([Cl:32])=[C:34]([CH3:56])[CH:35]=1)=[CH:48][CH:47]=[CH:46][CH:45]=2)=[O:51])(=[O:7])=[O:6])(=[O:31])[C:24]1[CH:25]=[CH:26][CH:27]=[CH:28][CH:29]=1, predict the reactants needed to synthesize it. The reactants are: Cl.[NH2:2][CH2:3][CH2:4][S:5]([NH2:8])(=[O:7])=[O:6].C(Cl)CCl.C1C=CC2N(O)N=NC=2C=1.[C:23]([OH:31])(=O)[C:24]1[CH:29]=[CH:28][CH:27]=[CH:26][CH:25]=1.[Cl:32][C:33]1[C:54]([CH3:55])=[CH:53][C:36]([O:37][CH2:38][CH2:39][CH2:40][C:41]2[C:49]3[C:44](=[CH:45][CH:46]=[CH:47][CH:48]=3)[NH:43][C:42]=2[C:50](O)=[O:51])=[CH:35][C:34]=1[CH3:56].